Task: Predict the product of the given reaction.. Dataset: Forward reaction prediction with 1.9M reactions from USPTO patents (1976-2016) (1) Given the reactants Br[C:2]1[CH:7]=[C:6]([O:8][CH3:9])[CH:5]=[CH:4][C:3]=1[F:10].[F:11][C:12]1[CH:13]=[C:14](B(O)O)[CH:15]=[C:16]([CH:18]=[O:19])[CH:17]=1.C(=O)([O-])[O-].[K+].[K+].O1CCOCC1, predict the reaction product. The product is: [F:10][C:3]1[CH:4]=[CH:5][C:6]([O:8][CH3:9])=[CH:7][C:2]=1[C:14]1[CH:13]=[C:12]([F:11])[CH:17]=[C:16]([CH:18]=[O:19])[CH:15]=1. (2) Given the reactants [CH2:1]([O:3][C:4](=[O:41])[C:5]([CH3:40])([O:33][C:34]1[CH:39]=[CH:38][CH:37]=[CH:36][CH:35]=1)[CH2:6][C:7]1[CH:12]=[CH:11][C:10]([O:13][CH2:14][CH2:15][CH:16]2[CH2:20][N:19]([CH2:21][C:22]3[CH:27]=[CH:26][C:25]([C:28]([F:31])([F:30])[F:29])=[CH:24][CH:23]=3)[C:18](=[O:32])[NH:17]2)=[CH:9][CH:8]=1)[CH3:2].[H-].[Na+].I[CH2:45][CH3:46], predict the reaction product. The product is: [CH2:1]([O:3][C:4](=[O:41])[C:5]([CH3:40])([O:33][C:34]1[CH:39]=[CH:38][CH:37]=[CH:36][CH:35]=1)[CH2:6][C:7]1[CH:12]=[CH:11][C:10]([O:13][CH2:14][CH2:15][CH:16]2[CH2:20][N:19]([CH2:21][C:22]3[CH:27]=[CH:26][C:25]([C:28]([F:29])([F:30])[F:31])=[CH:24][CH:23]=3)[C:18](=[O:32])[N:17]2[CH2:45][CH3:46])=[CH:9][CH:8]=1)[CH3:2]. (3) Given the reactants [Cl:1][C:2]1[CH:11]=[C:10]2[C:5]([C:6](=[O:32])[C:7]([CH2:18][NH:19][C:20]([C:22]3[CH:31]=[CH:30][C:25]([C:26]([O:28]C)=[O:27])=[CH:24][CH:23]=3)=[O:21])=[CH:8][N:9]2[C:12]2[CH:17]=[CH:16][CH:15]=[CH:14][CH:13]=2)=[CH:4][CH:3]=1.O.[OH-].[Li+], predict the reaction product. The product is: [Cl:1][C:2]1[CH:11]=[C:10]2[C:5]([C:6](=[O:32])[C:7]([CH2:18][NH:19][C:20]([C:22]3[CH:23]=[CH:24][C:25]([C:26]([OH:28])=[O:27])=[CH:30][CH:31]=3)=[O:21])=[CH:8][N:9]2[C:12]2[CH:13]=[CH:14][CH:15]=[CH:16][CH:17]=2)=[CH:4][CH:3]=1. (4) Given the reactants [Cl:1][C:2]1[CH:3]=[C:4]([C:32]2[CH:37]=[CH:36][CH:35]=[CH:34][CH:33]=2)[CH:5]=[CH:6][C:7]=1[CH2:8][N:9]1[C:13]2[CH:14]=[C:15]([O:19][CH2:20][C:21]3[CH:30]=[CH:29][CH:28]=[CH:27][C:22]=3[C:23]([O:25]C)=[O:24])[CH:16]=[C:17]([CH3:18])[C:12]=2[N:11]=[C:10]1[CH3:31].[OH-].[Na+], predict the reaction product. The product is: [Cl:1][C:2]1[CH:3]=[C:4]([C:32]2[CH:37]=[CH:36][CH:35]=[CH:34][CH:33]=2)[CH:5]=[CH:6][C:7]=1[CH2:8][N:9]1[C:13]2[CH:14]=[C:15]([O:19][CH2:20][C:21]3[CH:30]=[CH:29][CH:28]=[CH:27][C:22]=3[C:23]([OH:25])=[O:24])[CH:16]=[C:17]([CH3:18])[C:12]=2[N:11]=[C:10]1[CH3:31].